The task is: Regression/Classification. Given a drug SMILES string, predict its absorption, distribution, metabolism, or excretion properties. Task type varies by dataset: regression for continuous measurements (e.g., permeability, clearance, half-life) or binary classification for categorical outcomes (e.g., BBB penetration, CYP inhibition). Dataset: cyp2d6_veith.. This data is from CYP2D6 inhibition data for predicting drug metabolism from PubChem BioAssay. (1) The compound is COc1cccc(N(CC(=O)Nc2cccc(C(C)=O)c2)S(C)(=O)=O)c1. The result is 1 (inhibitor). (2) The compound is O=c1c(-c2cccs2)nc2cnc(N3CCNCC3)nc2n1Cc1cccs1. The result is 0 (non-inhibitor). (3) The compound is Cc1ccn2c(CCc3nnc4cc(C)ccn34)nnc2c1. The result is 0 (non-inhibitor). (4) The molecule is COc1ccc(-n2c(=O)c(-c3cc(F)cc(F)c3)nc3cnc(N(C)C)nc32)cc1. The result is 0 (non-inhibitor). (5) The compound is COCc1nnc(NC(=O)c2ccc(S(=O)(=O)N3CCCCCC3)cc2)o1. The result is 0 (non-inhibitor). (6) The compound is COC(=O)CCC(=O)NNC(=O)c1ccc(Br)cc1. The result is 0 (non-inhibitor).